Task: Predict which catalyst facilitates the given reaction.. Dataset: Catalyst prediction with 721,799 reactions and 888 catalyst types from USPTO (1) Reactant: [Cl:1][C:2]1[CH:3]=[CH:4][C:5]([O:22][CH3:23])=[C:6]([C:8]2[C:12]([NH:13]C(=O)OC(C)(C)C)=[CH:11][N:10]([CH3:21])[N:9]=2)[CH:7]=1.Cl. The catalyst class is: 12. Product: [Cl:1][C:2]1[CH:3]=[CH:4][C:5]([O:22][CH3:23])=[C:6]([C:8]2[C:12]([NH2:13])=[CH:11][N:10]([CH3:21])[N:9]=2)[CH:7]=1. (2) Reactant: [CH2:1]([O:3][P:4]([CH:9]([F:27])[CH2:10][C@@H:11]([OH:26])[C@@H:12]([OH:25])[C@H:13]([OH:24])[CH:14]=[N:15][O:16][CH2:17][C:18]1[CH:23]=[CH:22][CH:21]=[CH:20][CH:19]=1)(=[O:8])[O:5][CH2:6][CH3:7])[CH3:2].B.C1COCC1.CCOC(C)=O.CO. Product: [CH2:1]([O:3][P:4]([CH:9]([F:27])[CH2:10][C@@H:11]([OH:26])[C@@H:12]([OH:25])[C@@H:13]([OH:24])[CH2:14][NH:15][O:16][CH2:17][C:18]1[CH:19]=[CH:20][CH:21]=[CH:22][CH:23]=1)(=[O:8])[O:5][CH2:6][CH3:7])[CH3:2]. The catalyst class is: 1. (3) Reactant: [Cl:1][C:2]1[N:7]=[C:6]([OH:8])[CH:5]=[CH:4][CH:3]=1.C([O-])([O-])=O.[K+].[K+].Br[CH2:16][CH:17]1[CH2:19][CH2:18]1. Product: [Cl:1][C:2]1[CH:3]=[CH:4][CH:5]=[C:6]([O:8][CH2:16][CH:17]2[CH2:19][CH2:18]2)[N:7]=1. The catalyst class is: 3. (4) Reactant: [Na+].[I-].Br[CH2:4][C:5]1[CH:12]=[CH:11][C:8]([C:9]#[N:10])=[CH:7][CH:6]=1.N1([C:18]2[CH2:23][CH2:22][CH2:21][CH2:20][CH:19]=2)CCCC1.[OH2:24]. Product: [O:24]=[C:18]1[CH2:23][CH2:22][CH2:21][CH2:20][CH:19]1[CH2:4][C:5]1[CH:12]=[CH:11][C:8]([C:9]#[N:10])=[CH:7][CH:6]=1. The catalyst class is: 14. (5) Reactant: [F:1][C:2]1[C:3]([OH:10])=[C:4]([CH:7]=[CH:8][CH:9]=1)[CH:5]=[O:6].[CH:11]([Mg]Cl)=[CH2:12].[Cl-].[NH4+]. Product: [F:1][C:2]1[CH:9]=[CH:8][CH:7]=[C:4]([CH:5]([OH:6])[CH:11]=[CH2:12])[C:3]=1[OH:10]. The catalyst class is: 1. (6) Reactant: [Br:1][C:2]1[N:7]2[N:8]=[C:9]([CH2:23][CH3:24])[C:10]([N:11]([CH2:19][CH:20]3[CH2:22][CH2:21]3)C(=O)OC(C)(C)C)=[C:6]2[CH:5]=[CH:4][CH:3]=1.Cl.C(OCC)(=O)C.[OH-].[Na+]. Product: [Br:1][C:2]1[N:7]2[N:8]=[C:9]([CH2:23][CH3:24])[C:10]([NH:11][CH2:19][CH:20]3[CH2:21][CH2:22]3)=[C:6]2[CH:5]=[CH:4][CH:3]=1. The catalyst class is: 13.